From a dataset of Catalyst prediction with 721,799 reactions and 888 catalyst types from USPTO. Predict which catalyst facilitates the given reaction. (1) Reactant: [Cl:1][C:2]1[C:3]([C:12]2[N:16]([CH3:17])[C:15]3[CH:18]=[CH:19][CH:20]=[CH:21][C:14]=3[N:13]=2)=[N:4][C:5](S(C)(=O)=O)=[N:6][CH:7]=1.[NH:22]1[CH2:27][CH2:26][NH:25][CH2:24][CH2:23]1.ClCCl.CO. Product: [Cl:1][C:2]1[C:3]([C:12]2[N:16]([CH3:17])[C:15]3[CH:18]=[CH:19][CH:20]=[CH:21][C:14]=3[N:13]=2)=[N:4][C:5]([N:22]2[CH2:27][CH2:26][NH:25][CH2:24][CH2:23]2)=[N:6][CH:7]=1. The catalyst class is: 1. (2) Reactant: [C:1]1([CH3:36])[CH:6]=[CH:5][C:4]([C:7]2[N:8]=[C:9]3[CH2:23][CH2:22][CH2:21][N:20]([CH2:24][CH2:25][NH:26][C:27](=[O:35])[CH2:28][CH2:29][C:30]([O:32]CC)=[O:31])[C:10]3=[N:11][C:12]=2[C:13]2[CH:18]=[CH:17][C:16]([CH3:19])=[CH:15][CH:14]=2)=[CH:3][CH:2]=1.[OH-].[Na+]. Product: [C:1]1([CH3:36])[CH:6]=[CH:5][C:4]([C:7]2[N:8]=[C:9]3[CH2:23][CH2:22][CH2:21][N:20]([CH2:24][CH2:25][NH:26][C:27](=[O:35])[CH2:28][CH2:29][C:30]([OH:32])=[O:31])[C:10]3=[N:11][C:12]=2[C:13]2[CH:14]=[CH:15][C:16]([CH3:19])=[CH:17][CH:18]=2)=[CH:3][CH:2]=1. The catalyst class is: 14. (3) Reactant: [CH3:1][O:2][C:3]([NH:5][C@H:6]([C:10]([N:12]1[CH:16]([C:17]([O:19]CC)=[O:18])[CH2:15][C:14]2([CH2:26][CH2:25][O:24][CH2:23][CH2:22]2)[CH2:13]1)=[O:11])[CH:7]([CH3:9])[CH3:8])=[O:4].O.[OH-].[Li+].Cl. Product: [CH3:1][O:2][C:3]([NH:5][C@H:6]([C:10]([N:12]1[CH:16]([C:17]([OH:19])=[O:18])[CH2:15][C:14]2([CH2:26][CH2:25][O:24][CH2:23][CH2:22]2)[CH2:13]1)=[O:11])[CH:7]([CH3:9])[CH3:8])=[O:4]. The catalyst class is: 278. (4) Reactant: C([O:3][C:4](=[O:27])[CH:5]([O:24][CH2:25][CH3:26])[CH2:6][C:7]1[CH:12]=[CH:11][C:10]([O:13][CH2:14][CH2:15][C:16]2[CH:21]=[CH:20][C:19]([S:22][CH3:23])=[CH:18][CH:17]=2)=[CH:9][CH:8]=1)C. Product: [CH2:25]([O:24][CH:5]([CH2:6][C:7]1[CH:12]=[CH:11][C:10]([O:13][CH2:14][CH2:15][C:16]2[CH:17]=[CH:18][C:19]([S:22][CH3:23])=[CH:20][CH:21]=2)=[CH:9][CH:8]=1)[C:4]([OH:27])=[O:3])[CH3:26]. The catalyst class is: 12. (5) Reactant: Cl.[Cl:2][C:3]1[C:13]2[S:12][CH2:11][C@H:10]([NH:14]C(=O)OC(C)(C)C)[C:9](=[O:22])[NH:8][C:7]=2[CH:6]=[C:5]([C:23]([F:26])([F:25])[F:24])[CH:4]=1. Product: [ClH:2].[NH2:14][C@@H:10]1[C:9](=[O:22])[NH:8][C:7]2[CH:6]=[C:5]([C:23]([F:26])([F:25])[F:24])[CH:4]=[C:3]([Cl:2])[C:13]=2[S:12][CH2:11]1. The catalyst class is: 12.